Dataset: NCI-60 drug combinations with 297,098 pairs across 59 cell lines. Task: Regression. Given two drug SMILES strings and cell line genomic features, predict the synergy score measuring deviation from expected non-interaction effect. (1) Drug 1: CC1=C(N=C(N=C1N)C(CC(=O)N)NCC(C(=O)N)N)C(=O)NC(C(C2=CN=CN2)OC3C(C(C(C(O3)CO)O)O)OC4C(C(C(C(O4)CO)O)OC(=O)N)O)C(=O)NC(C)C(C(C)C(=O)NC(C(C)O)C(=O)NCCC5=NC(=CS5)C6=NC(=CS6)C(=O)NCCC[S+](C)C)O. Drug 2: C(CC(=O)O)C(=O)CN.Cl. Cell line: MCF7. Synergy scores: CSS=12.3, Synergy_ZIP=-3.69, Synergy_Bliss=1.19, Synergy_Loewe=2.64, Synergy_HSA=3.08. (2) Drug 1: C1CC(=O)NC(=O)C1N2CC3=C(C2=O)C=CC=C3N. Drug 2: CCC1=C2CN3C(=CC4=C(C3=O)COC(=O)C4(CC)O)C2=NC5=C1C=C(C=C5)O. Cell line: NCI/ADR-RES. Synergy scores: CSS=16.7, Synergy_ZIP=-6.50, Synergy_Bliss=0.896, Synergy_Loewe=-5.14, Synergy_HSA=2.62. (3) Synergy scores: CSS=20.2, Synergy_ZIP=-1.96, Synergy_Bliss=-4.53, Synergy_Loewe=-5.93, Synergy_HSA=-6.36. Drug 2: C(CC(=O)O)C(=O)CN.Cl. Cell line: NCI-H322M. Drug 1: C#CCC(CC1=CN=C2C(=N1)C(=NC(=N2)N)N)C3=CC=C(C=C3)C(=O)NC(CCC(=O)O)C(=O)O. (4) Drug 1: COC1=C(C=C2C(=C1)N=CN=C2NC3=CC(=C(C=C3)F)Cl)OCCCN4CCOCC4. Drug 2: C1C(C(OC1N2C=NC3=C(N=C(N=C32)Cl)N)CO)O. Cell line: CCRF-CEM. Synergy scores: CSS=59.8, Synergy_ZIP=4.91, Synergy_Bliss=5.37, Synergy_Loewe=-19.2, Synergy_HSA=7.35. (5) Drug 1: CC1C(C(CC(O1)OC2CC(CC3=C2C(=C4C(=C3O)C(=O)C5=C(C4=O)C(=CC=C5)OC)O)(C(=O)C)O)N)O.Cl. Drug 2: C1CC(=O)NC(=O)C1N2C(=O)C3=CC=CC=C3C2=O. Cell line: KM12. Synergy scores: CSS=18.1, Synergy_ZIP=5.91, Synergy_Bliss=9.62, Synergy_Loewe=-14.0, Synergy_HSA=2.46. (6) Drug 1: C1=C(C(=O)NC(=O)N1)F. Drug 2: C#CCC(CC1=CN=C2C(=N1)C(=NC(=N2)N)N)C3=CC=C(C=C3)C(=O)NC(CCC(=O)O)C(=O)O. Cell line: OVCAR-5. Synergy scores: CSS=33.8, Synergy_ZIP=-2.14, Synergy_Bliss=-4.63, Synergy_Loewe=-1.32, Synergy_HSA=-1.32. (7) Drug 1: CC(C1=C(C=CC(=C1Cl)F)Cl)OC2=C(N=CC(=C2)C3=CN(N=C3)C4CCNCC4)N. Drug 2: C(CN)CNCCSP(=O)(O)O. Cell line: LOX IMVI. Synergy scores: CSS=1.52, Synergy_ZIP=-2.56, Synergy_Bliss=-5.61, Synergy_Loewe=-29.4, Synergy_HSA=-4.82. (8) Drug 1: COC1=C(C=C2C(=C1)N=CN=C2NC3=CC(=C(C=C3)F)Cl)OCCCN4CCOCC4. Drug 2: CCC1(C2=C(COC1=O)C(=O)N3CC4=CC5=C(C=CC(=C5CN(C)C)O)N=C4C3=C2)O.Cl. Cell line: OVCAR3. Synergy scores: CSS=48.8, Synergy_ZIP=-7.02, Synergy_Bliss=-1.87, Synergy_Loewe=1.79, Synergy_HSA=3.85. (9) Cell line: U251. Drug 2: CN(CCCl)CCCl.Cl. Synergy scores: CSS=56.9, Synergy_ZIP=-0.580, Synergy_Bliss=1.46, Synergy_Loewe=-1.57, Synergy_HSA=5.19. Drug 1: CCC1=C2CN3C(=CC4=C(C3=O)COC(=O)C4(CC)O)C2=NC5=C1C=C(C=C5)O. (10) Synergy scores: CSS=43.8, Synergy_ZIP=1.29, Synergy_Bliss=-0.608, Synergy_Loewe=-4.66, Synergy_HSA=-0.114. Drug 1: C1=C(C(=O)NC(=O)N1)N(CCCl)CCCl. Cell line: SF-539. Drug 2: CCCS(=O)(=O)NC1=C(C(=C(C=C1)F)C(=O)C2=CNC3=C2C=C(C=N3)C4=CC=C(C=C4)Cl)F.